This data is from Forward reaction prediction with 1.9M reactions from USPTO patents (1976-2016). The task is: Predict the product of the given reaction. (1) Given the reactants [N:1]1[CH:6]=[CH:5][CH:4]=[CH:3][C:2]=1[NH2:7].Cl[C:9]1[C:18]2=[N:19][N:20](CC3C=CC(OC)=CC=3)[CH:21]=[C:17]2[C:16]2[CH:15]=[CH:14][CH:13]=[CH:12][C:11]=2[N:10]=1, predict the reaction product. The product is: [CH:21]1[C:17]2[C:16]3[CH:15]=[CH:14][CH:13]=[CH:12][C:11]=3[N:10]=[C:9]([NH:7][C:2]3[CH:3]=[CH:4][CH:5]=[CH:6][N:1]=3)[C:18]=2[NH:19][N:20]=1. (2) Given the reactants [N:1]1[CH:6]=[CH:5][CH:4]=[C:3]([N:7]2[CH2:11][CH2:10][NH:9][C:8]2=[O:12])[CH:2]=1.[H-].[Na+].Br[CH2:16][CH2:17][CH2:18][CH2:19][CH2:20][CH2:21][O:22][C:23]1[S:24][C:25]2[CH:31]=[CH:30][CH:29]=[CH:28][C:26]=2[N:27]=1, predict the reaction product. The product is: [S:24]1[C:25]2[CH:31]=[CH:30][CH:29]=[CH:28][C:26]=2[N:27]=[C:23]1[O:22][CH2:21][CH2:20][CH2:19][CH2:18][CH2:17][CH2:16][N:9]1[CH2:10][CH2:11][N:7]([C:3]2[CH:2]=[N:1][CH:6]=[CH:5][CH:4]=2)[C:8]1=[O:12]. (3) Given the reactants [NH2:1][C:2]1[N:6]([C:7]2[CH:12]=[CH:11][CH:10]=[CH:9][CH:8]=2)[N:5]=[C:4]([C:13]([O:15]CC)=[O:14])[CH:3]=1.[OH-].[Na+], predict the reaction product. The product is: [NH2:1][C:2]1[N:6]([C:7]2[CH:12]=[CH:11][CH:10]=[CH:9][CH:8]=2)[N:5]=[C:4]([C:13]([OH:15])=[O:14])[CH:3]=1. (4) Given the reactants [CH3:1][C:2]1[CH:22]=[CH:21][CH:20]=[C:19]([CH3:23])[C:3]=1[CH2:4][O:5][C:6]1[C:7]([CH3:18])=[C:8]([CH:15]=[CH:16][CH:17]=1)[CH2:9][C:10]1NN=N[N:11]=1.[C-]#N.[Na+], predict the reaction product. The product is: [CH3:1][C:2]1[CH:22]=[CH:21][CH:20]=[C:19]([CH3:23])[C:3]=1[CH2:4][O:5][C:6]1[C:7]([CH3:18])=[C:8]([CH2:9][C:10]#[N:11])[CH:15]=[CH:16][CH:17]=1. (5) Given the reactants N1CCCC1.[F:6][C:7]([F:12])([F:11])[C:8]([OH:10])=[O:9].[CH2:13]([NH:17][C:18]([NH:20][C@H:21]1[CH2:29][C@H:28]2[C@:24]([C:32]3[CH:37]=[CH:36][C:35]([O:38][CH3:39])=[C:34]([O:40][CH3:41])[CH:33]=3)([CH2:25][CH2:26][N:27]2[CH2:30][CH3:31])[CH2:23][CH2:22]1)=[S:19])[CH2:14][CH2:15][CH3:16].[S:42]1[CH:46]=C[C:44](C=O)=[CH:43]1, predict the reaction product. The product is: [F:6][C:7]([F:12])([F:11])[C:8]([OH:10])=[O:9].[CH2:13]([NH:17][C:18]([NH:20][C@H:21]1[CH2:29][C@H:28]2[C@:24]([C:32]3[CH:37]=[CH:36][C:35]([O:38][CH3:39])=[C:34]([O:40][CH3:41])[CH:33]=3)([CH2:25][CH2:26][N:27]2[CH2:30][C:31]2[CH:44]=[CH:43][S:42][CH:46]=2)[CH2:23][CH2:22]1)=[S:19])[CH2:14][CH2:15][CH3:16]. (6) Given the reactants [N:1]1([C:7]([N:9]2[CH2:14][CH:13]([C:15]3[CH:20]=[CH:19][C:18]([C:21]([F:24])([F:23])[F:22])=[CH:17][CH:16]=3)[CH2:12][CH:11]([C:25]([OH:27])=O)[CH2:10]2)=[O:8])[CH2:6][CH2:5][O:4][CH2:3][CH2:2]1.O[N:29]=[C:30]([NH2:38])[CH2:31][C:32]1[CH:37]=[CH:36][CH:35]=[CH:34][CH:33]=1, predict the reaction product. The product is: [CH2:31]([C:30]1[N:38]=[C:25]([CH:11]2[CH2:12][CH:13]([C:15]3[CH:16]=[CH:17][C:18]([C:21]([F:23])([F:22])[F:24])=[CH:19][CH:20]=3)[CH2:14][N:9]([C:7]([N:1]3[CH2:6][CH2:5][O:4][CH2:3][CH2:2]3)=[O:8])[CH2:10]2)[O:27][N:29]=1)[C:32]1[CH:37]=[CH:36][CH:35]=[CH:34][CH:33]=1.